From a dataset of Forward reaction prediction with 1.9M reactions from USPTO patents (1976-2016). Predict the product of the given reaction. (1) The product is: [NH2:1][C:4]1[CH:8]=[CH:7][N:6]([CH2:9][C:10]2[CH:17]=[CH:16][C:13]([C:14]#[N:15])=[CH:12][CH:11]=2)[N:5]=1. Given the reactants [N+:1]([C:4]1[CH:8]=[CH:7][N:6]([CH2:9][C:10]2[CH:17]=[CH:16][C:13]([C:14]#[N:15])=[CH:12][CH:11]=2)[N:5]=1)([O-])=O, predict the reaction product. (2) Given the reactants [C:1]([C:5]1[NH:6][C:7]2[C:12]([CH:13]=1)=[CH:11][C:10]([N+:14]([O-])=O)=[CH:9][C:8]=2[C:17]([O-:19])=[O:18])([CH3:4])([CH3:3])[CH3:2].[CH3:20]O, predict the reaction product. The product is: [NH2:14][C:10]1[CH:11]=[C:12]2[C:7](=[C:8]([C:17]([O:19][CH3:20])=[O:18])[CH:9]=1)[NH:6][C:5]([C:1]([CH3:4])([CH3:3])[CH3:2])=[CH:13]2.